This data is from Forward reaction prediction with 1.9M reactions from USPTO patents (1976-2016). The task is: Predict the product of the given reaction. (1) Given the reactants Cl[C:2]1[CH:7]=[CH:6][N:5]=[C:4]([CH2:8][F:9])[N:3]=1.[NH2:10][C:11]1[S:12][C:13]([C:19]2[C:24]([F:25])=[CH:23][C:22]([C:26]([OH:29])([CH3:28])[CH3:27])=[CH:21][C:20]=2[F:30])=[CH:14][C:15]=1[C:16]([NH2:18])=[O:17], predict the reaction product. The product is: [F:30][C:20]1[CH:21]=[C:22]([C:26]([OH:29])([CH3:28])[CH3:27])[CH:23]=[C:24]([F:25])[C:19]=1[C:13]1[S:12][C:11]([NH:10][C:2]2[CH:7]=[CH:6][N:5]=[C:4]([CH2:8][F:9])[N:3]=2)=[C:15]([C:16]([NH2:18])=[O:17])[CH:14]=1. (2) Given the reactants [CH3:1][N:2]([CH3:18])[CH:3]1[CH2:7][CH2:6][N:5]([C:8]2[O:9][C:10]3[CH:16]=[CH:15][C:14]([NH2:17])=[CH:13][C:11]=3[N:12]=2)[CH2:4]1.[F:19][C:20]1[CH:25]=[CH:24][C:23]([C:26]2[CH:34]=[CH:33][C:29]([C:30](O)=[O:31])=[CH:28][CH:27]=2)=[CH:22][CH:21]=1.CN(C(ON1N=NC2C=CC=NC1=2)=[N+](C)C)C.F[P-](F)(F)(F)(F)F.CCN(C(C)C)C(C)C, predict the reaction product. The product is: [CH3:1][N:2]([CH3:18])[CH:3]1[CH2:7][CH2:6][N:5]([C:8]2[O:9][C:10]3[CH:16]=[CH:15][C:14]([NH:17][C:30]([C:29]4[CH:28]=[CH:27][C:26]([C:23]5[CH:24]=[CH:25][C:20]([F:19])=[CH:21][CH:22]=5)=[CH:34][CH:33]=4)=[O:31])=[CH:13][C:11]=3[N:12]=2)[CH2:4]1. (3) Given the reactants [CH:1]([C:3]1[CH:4]=[C:5]2[C:10](=[CH:11][CH:12]=1)[N:9]=[CH:8][C:7]([C:13]#[N:14])=[C:6]2[O:15][CH2:16][C:17]([F:20])([F:19])[F:18])=O.COC1C=CC(/C=[C:36]2/[C:37]([NH:39][C:40]([S:42]/2)=[NH:41])=[O:38])=CC=1OC1CCCC1.C([O-])(=O)C.[Na+], predict the reaction product. The product is: [NH2:41][C:40]1[S:42]/[C:36](=[CH:1]\[C:3]2[CH:4]=[C:5]3[C:10](=[CH:11][CH:12]=2)[N:9]=[CH:8][C:7]([C:13]#[N:14])=[C:6]3[O:15][CH2:16][C:17]([F:20])([F:19])[F:18])/[C:37](=[O:38])[N:39]=1. (4) Given the reactants Br[C:2]1[CH:3]=[C:4]2[C:8](=[CH:9][CH:10]=1)[N:7]([CH3:11])[N:6]=[C:5]2[CH:12]1[CH2:14][CH2:13]1.CC([O-])=O.[K+].Br[C:21]1[S:22][C:23]2[C:29]([C:30]3[CH:35]=[CH:34][C:33]([Cl:36])=[CH:32][CH:31]=3)=[C:28]([C@H:37]([O:43][C:44]([CH3:47])([CH3:46])[CH3:45])[C:38]([O:40]CC)=[O:39])[C:27]([CH3:48])=[CH:26][C:24]=2[N:25]=1.C([O-])([O-])=O.[K+].[K+].[OH-].[Na+], predict the reaction product. The product is: [C:44]([O:43][C@@H:37]([C:28]1[C:27]([CH3:48])=[CH:26][C:24]2[N:25]=[C:21]([C:2]3[CH:3]=[C:4]4[C:8](=[CH:9][CH:10]=3)[N:7]([CH3:11])[N:6]=[C:5]4[CH:12]3[CH2:14][CH2:13]3)[S:22][C:23]=2[C:29]=1[C:30]1[CH:31]=[CH:32][C:33]([Cl:36])=[CH:34][CH:35]=1)[C:38]([OH:40])=[O:39])([CH3:47])([CH3:45])[CH3:46]. (5) Given the reactants [OH:1][C:2]1[C:3]([C:12](=[O:14])[CH3:13])=[CH:4][C:5]2[C:10]([CH:11]=1)=[CH:9][CH:8]=[CH:7][CH:6]=2.Cl[C:16]1[C:25]2[C:20](=[CH:21][C:22]([O:28][CH3:29])=[C:23]([O:26][CH3:27])[CH:24]=2)[N:19]=[CH:18][CH:17]=1, predict the reaction product. The product is: [CH3:27][O:26][C:23]1[CH:24]=[C:25]2[C:20](=[CH:21][C:22]=1[O:28][CH3:29])[N:19]=[CH:18][CH:17]=[C:16]2[O:1][C:2]1[C:3]([C:12](=[O:14])[CH3:13])=[CH:4][C:5]2[C:10]([CH:11]=1)=[CH:9][CH:8]=[CH:7][CH:6]=2. (6) The product is: [Cl:31][CH2:2][C:3]1[CH:8]=[CH:7][C:6]([C@@H:9]([NH:11][C:12]2[N:17]=[C:16]([N:18]3[C@@H:22]([CH:23]([CH3:25])[CH3:24])[CH2:21][O:20][C:19]3=[O:26])[CH:15]=[CH:14][N:13]=2)[CH3:10])=[CH:5][CH:4]=1. Given the reactants O[CH2:2][C:3]1[CH:8]=[CH:7][C:6]([C@@H:9]([NH:11][C:12]2[N:17]=[C:16]([N:18]3[C@@H:22]([CH:23]([CH3:25])[CH3:24])[CH2:21][O:20][C:19]3=[O:26])[CH:15]=[CH:14][N:13]=2)[CH3:10])=[CH:5][CH:4]=1.CS([Cl:31])(=O)=O.CCN(C(C)C)C(C)C, predict the reaction product. (7) Given the reactants [CH:1]1[C:13]2C(COC(NCCCC[C@H](NC(=O)CCCCCCCCCCCCCCCCC(OC(C)(C)C)=O)C(O)=O)=O)[C:13]3[C:1](=[CH:2][CH:3]=[CH:4][CH:5]=3)[C:5]=2[CH:4]=[CH:3][CH:2]=1.[CH2:53]([Cl:55])Cl.[Cl:56][C:57]1[CH:62]=[CH:61][C:60](C)=[CH:59][CH:58]=1.C(N([CH:70]([CH3:72])[CH3:71])C(C)C)C.CO.CCN(C(C)C)[CH:78]([CH3:80])[CH3:79], predict the reaction product. The product is: [CH:1]1[CH:13]=[CH:5][C:4]([C:53]([Cl:55])([C:58]2[C:57]([Cl:56])=[CH:62][CH:61]=[CH:60][CH:59]=2)[C:71]2[CH:70]=[CH:72][CH:80]=[CH:78][CH:79]=2)=[CH:3][CH:2]=1. (8) Given the reactants C[O:2][C:3]([CH2:5][O:6][C:7]1[CH:8]=[C:9]([C:13]2[CH:18]=[CH:17][C:16]([CH2:19][NH:20][C:21]3[N:22]([C:32]4[N:33]=[CH:34][N:35]=[C:36]([NH2:39])[C:37]=4[N:38]=3)[C@@H:23]3[O:31][C@H:28]([CH2:29][OH:30])[C@@H:26]([OH:27])[C@H:24]3[OH:25])=[CH:15][CH:14]=2)[CH:10]=[CH:11][CH:12]=1)=O.CO.[NH3:42], predict the reaction product. The product is: [C:3]([CH2:5][O:6][C:7]1[CH:8]=[C:9]([C:13]2[CH:18]=[CH:17][C:16]([CH2:19][NH:20][C:21]3[N:22]([C:32]4[N:33]=[CH:34][N:35]=[C:36]([NH2:39])[C:37]=4[N:38]=3)[C@@H:23]3[O:31][C@H:28]([CH2:29][OH:30])[C@@H:26]([OH:27])[C@H:24]3[OH:25])=[CH:15][CH:14]=2)[CH:10]=[CH:11][CH:12]=1)(=[O:2])[NH2:42]. (9) Given the reactants [O:1]([CH2:8][CH2:9][S:10][CH2:11][C:12]1[CH:17]=[CH:16][C:15]([C:18]2[CH:23]=[CH:22][CH:21]=[C:20](C(O)=O)[CH:19]=2)=[CH:14][CH:13]=1)[C:2]1[CH:7]=[CH:6][CH:5]=[CH:4][CH:3]=1.[C:27]([N:34]1[CH:38]=[CH:37][N:36]=[CH:35]1)(N1C=CN=C1)=[O:28].[CH3:39]NCCNC, predict the reaction product. The product is: [CH3:39][N:36]([CH3:35])[CH2:37][CH2:38][NH:34][C:27]([C:22]1[CH:23]=[C:18]([C:15]2[CH:16]=[CH:17][C:12]([CH2:11][S:10][CH2:9][CH2:8][O:1][C:2]3[CH:7]=[CH:6][CH:5]=[CH:4][CH:3]=3)=[CH:13][CH:14]=2)[CH:19]=[CH:20][CH:21]=1)=[O:28]. (10) Given the reactants Cl[C:2]1[N:7]=[C:6]([NH:8][C@H:9]([C:11]2[N:16]=[CH:15][C:14]([F:17])=[CH:13][N:12]=2)[CH3:10])[N:5]=[C:4]([NH2:18])[N:3]=1.[NH:19]1[CH2:24][CH2:23][O:22][CH2:21][CH2:20]1.CCN(C(C)C)C(C)C, predict the reaction product. The product is: [F:17][C:14]1[CH:13]=[N:12][C:11]([C@@H:9]([NH:8][C:6]2[N:5]=[C:4]([NH2:18])[N:3]=[C:2]([N:19]3[CH2:24][CH2:23][O:22][CH2:21][CH2:20]3)[N:7]=2)[CH3:10])=[N:16][CH:15]=1.